From a dataset of Catalyst prediction with 721,799 reactions and 888 catalyst types from USPTO. Predict which catalyst facilitates the given reaction. (1) Reactant: [F:1][C:2]1[CH:3]=[CH:4][C:5]([O:23][CH3:24])=[C:6]([C:8]2[CH:13]=[CH:12][N:11]=[C:10]3[NH:14][C:15]([CH:17]4[CH2:22][CH2:21][NH:20][CH2:19][CH2:18]4)=[CH:16][C:9]=23)[CH:7]=1.Cl[CH2:26][C:27]([N:29]([CH3:31])[CH3:30])=[O:28].C(N(C(C)C)C(C)C)C.O. The catalyst class is: 9. Product: [F:1][C:2]1[CH:3]=[CH:4][C:5]([O:23][CH3:24])=[C:6]([C:8]2[CH:13]=[CH:12][N:11]=[C:10]3[NH:14][C:15]([CH:17]4[CH2:18][CH2:19][N:20]([CH2:26][C:27]([N:29]([CH3:31])[CH3:30])=[O:28])[CH2:21][CH2:22]4)=[CH:16][C:9]=23)[CH:7]=1. (2) Reactant: [C:1]([C:3]1[C:8]([C:9]2[CH:14]=[CH:13][CH:12]=[C:11]([CH:15]=O)[CH:10]=2)=[CH:7][C:6]([CH2:17][NH:18][C:19]([C:21]2[CH:26]=[CH:25][CH:24]=[C:23]([C:27]([NH:29][CH2:30][C:31]3[C:32]([NH:44][CH:45]4[CH2:50][CH2:49][O:48][CH2:47][CH2:46]4)=[C:33]4[CH:41]=[N:40][N:39]([CH2:42][CH3:43])[C:34]4=[N:35][C:36]=3[CH2:37][CH3:38])=[O:28])[CH:22]=2)=[O:20])=[CH:5][CH:4]=1)#[N:2].[CH3:51][C@@H:52]1[CH2:57][NH:56][CH2:55][C@H:54]([CH3:58])[NH:53]1.C(O[BH-](OC(=O)C)OC(=O)C)(=O)C.[Na+].CC(O)=O. Product: [C:1]([C:3]1[C:8]([C:9]2[CH:14]=[CH:13][CH:12]=[C:11]([CH2:15][N:56]3[CH2:55][C@H:54]([CH3:58])[NH:53][C@H:52]([CH3:51])[CH2:57]3)[CH:10]=2)=[CH:7][C:6]([CH2:17][NH:18][C:19]([C:21]2[CH:26]=[CH:25][CH:24]=[C:23]([C:27]([NH:29][CH2:30][C:31]3[C:32]([NH:44][CH:45]4[CH2:46][CH2:47][O:48][CH2:49][CH2:50]4)=[C:33]4[CH:41]=[N:40][N:39]([CH2:42][CH3:43])[C:34]4=[N:35][C:36]=3[CH2:37][CH3:38])=[O:28])[CH:22]=2)=[O:20])=[CH:5][CH:4]=1)#[N:2]. The catalyst class is: 2.